From a dataset of Catalyst prediction with 721,799 reactions and 888 catalyst types from USPTO. Predict which catalyst facilitates the given reaction. (1) Reactant: [ClH:1].Cl.[NH2:3][C@H:4]1[CH2:9][CH2:8][C@H:7]([NH:10][C:11]2[N:19]=[C:18]3[C:14]([N:15]=[CH:16][N:17]3[CH:20]3[CH2:24][CH2:23][CH2:22][CH2:21]3)=[C:13]([NH:25][C:26]3[CH:33]=[CH:32][C:29]([C:30]#[N:31])=[CH:28][CH:27]=3)[N:12]=2)[CH2:6][CH2:5]1.O1CCCC1.[N:39]([Sn](CCCC)(CCCC)CCCC)=[N+:40]=[N-:41]. Product: [ClH:1].[ClH:1].[NH2:3][C@H:4]1[CH2:5][CH2:6][C@H:7]([NH:10][C:11]2[N:19]=[C:18]3[C:14]([N:15]=[CH:16][N:17]3[CH:20]3[CH2:21][CH2:22][CH2:23][CH2:24]3)=[C:13]([NH:25][C:26]3[CH:33]=[CH:32][C:29]([C:30]4[NH:41][N:40]=[N:39][N:31]=4)=[CH:28][CH:27]=3)[N:12]=2)[CH2:8][CH2:9]1. The catalyst class is: 11. (2) Reactant: [CH3:1][CH:2]([CH2:24]/[C:25](=[CH:33]/[C:34](/[CH3:49])=[CH:35]/[CH:36]([CH3:48])[CH2:37][CH:38]([CH3:47])[CH2:39][CH:40]([CH3:46])[CH2:41][CH:42]([CH3:45])[CH2:43][CH3:44])/[C:26]([O:28][C:29]([CH3:32])([CH3:31])[CH3:30])=[O:27])[C:3]([O:5][CH2:6][CH2:7][C@H:8]([O:16][Si](C(C)(C)C)(C)C)[C:9]([O:11][C:12]([CH3:15])([CH3:14])[CH3:13])=[O:10])=[O:4].[F-].[NH4+]. Product: [CH3:1][CH:2]([CH2:24]/[C:25](=[CH:33]/[C:34](/[CH3:49])=[CH:35]/[CH:36]([CH3:48])[CH2:37][CH:38]([CH3:47])[CH2:39][CH:40]([CH3:46])[CH2:41][CH:42]([CH3:45])[CH2:43][CH3:44])/[C:26]([O:28][C:29]([CH3:30])([CH3:31])[CH3:32])=[O:27])[C:3]([O:5][CH2:6][CH2:7][C@H:8]([OH:16])[C:9]([O:11][C:12]([CH3:13])([CH3:14])[CH3:15])=[O:10])=[O:4]. The catalyst class is: 5.